From a dataset of Full USPTO retrosynthesis dataset with 1.9M reactions from patents (1976-2016). Predict the reactants needed to synthesize the given product. (1) Given the product [C:15]([O:19][C:20]([N:22]1[CH2:27][CH2:26][N:25]([CH2:28][C:10]([C:9]([O:8][CH2:6][CH3:7])=[O:14])([F:12])[F:11])[CH2:24][CH2:23]1)=[O:21])([CH3:18])([CH3:17])[CH3:16], predict the reactants needed to synthesize it. The reactants are: C[Si](Cl)(C)C.[CH2:6]([O:8][C:9](=[O:14])[C:10](Br)([F:12])[F:11])[CH3:7].[C:15]([O:19][C:20]([N:22]1[CH2:27][CH2:26][N:25]([CH2:28]C2C3N=NNC=3C=CC=2)[CH2:24][CH2:23]1)=[O:21])([CH3:18])([CH3:17])[CH3:16].C([O-])(O)=O.[Na+]. (2) Given the product [CH3:23][N:24]1[C:28]([C:29]([C:31]2[CH:32]=[CH:33][C:34]([O:37][CH:38]3[CH2:43][CH2:42][CH2:41][CH2:40][O:39]3)=[CH:35][CH:36]=2)=[O:30])=[CH:27][N:26]=[CH:25]1, predict the reactants needed to synthesize it. The reactants are: CC(OI1(OC(C)=O)(OC(C)=O)OC(=O)C2C=CC=CC1=2)=O.[CH3:23][N:24]1[C:28]([CH:29]([C:31]2[CH:36]=[CH:35][C:34]([O:37][CH:38]3[CH2:43][CH2:42][CH2:41][CH2:40][O:39]3)=[CH:33][CH:32]=2)[OH:30])=[CH:27][N:26]=[CH:25]1. (3) Given the product [CH3:14][O:5][C:4](=[O:6])[C:3]1[CH:7]=[C:8]([CH3:11])[CH:9]=[CH:10][C:2]=1[F:1], predict the reactants needed to synthesize it. The reactants are: [F:1][C:2]1[CH:10]=[CH:9][C:8]([CH3:11])=[CH:7][C:3]=1[C:4]([OH:6])=[O:5].IC.[C:14](=O)([O-])[O-].[K+].[K+]. (4) Given the product [OH:1][C@@H:2]([CH2:21][CH2:22][CH2:23][CH2:24][C:25]1[CH:26]=[CH:27][CH:28]=[CH:29][CH:30]=1)/[CH:3]=[CH:4]/[C@H:5]1[CH2:9][CH2:8][C:7](=[O:10])[N:6]1[CH2:11][CH2:12][CH2:13][CH2:14][CH2:15][CH2:16][C:17]([OH:19])=[O:18], predict the reactants needed to synthesize it. The reactants are: [OH:1][C@@H:2]([CH2:21][CH2:22][CH2:23][CH2:24][C:25]1[CH:30]=[CH:29][CH:28]=[CH:27][CH:26]=1)/[CH:3]=[CH:4]/[C@H:5]1[CH2:9][CH2:8][C:7](=[O:10])[N:6]1[CH2:11][CH2:12][CH2:13][CH2:14][CH2:15][CH2:16][C:17]([O:19]C)=[O:18].[OH-].[Na+].S([O-])(O)(=O)=O.[K+].[Cl-].[Na+].O. (5) Given the product [CH3:38][O:37][C:28](=[O:36])[C:29]1[CH:30]=[CH:32][CH:33]=[CH:34][C:35]=1[O:15][CH2:14][CH:13]([N:12]1[C:11]2[CH:22]=[C:23]([F:27])[C:24]([F:26])=[CH:25][C:10]=2[N:9]=[C:8]1[C:5]1[CH:6]=[CH:7][C:2]([Cl:1])=[CH:3][CH:4]=1)[CH:16]1[CH2:17][CH2:18][CH2:19][CH2:20][CH2:21]1, predict the reactants needed to synthesize it. The reactants are: [Cl:1][C:2]1[CH:7]=[CH:6][C:5]([C:8]2[N:12]([CH:13]([CH:16]3[CH2:21][CH2:20][CH2:19][CH2:18][CH2:17]3)[CH2:14][OH:15])[C:11]3[CH:22]=[C:23]([F:27])[C:24]([F:26])=[CH:25][C:10]=3[N:9]=2)=[CH:4][CH:3]=1.[C:28]([O:37][CH3:38])(=[O:36])[C:29]1[C:30](=[CH:32][CH:33]=[CH:34][CH:35]=1)O.N(C(OC(C)(C)C)=O)=NC(OC(C)(C)C)=O. (6) Given the product [CH2:20]([C:17]1[CH:18]=[CH:19][C:14]([CH:10]2[O:11][CH2:12][CH2:13][NH:8][CH2:9]2)=[CH:15][CH:16]=1)[CH2:21][C:22]1[CH:23]=[CH:24][CH:25]=[CH:26][CH:27]=1, predict the reactants needed to synthesize it. The reactants are: C([N:8]1[CH2:13][CH2:12][O:11][CH:10]([C:14]2[CH:19]=[CH:18][C:17]([CH:20]=[CH:21][C:22]3[C:27](Cl)=[CH:26][CH:25]=[CH:24][C:23]=3Cl)=[CH:16][CH:15]=2)[CH2:9]1)C1C=CC=CC=1.